From a dataset of Peptide-MHC class I binding affinity with 185,985 pairs from IEDB/IMGT. Regression. Given a peptide amino acid sequence and an MHC pseudo amino acid sequence, predict their binding affinity value. This is MHC class I binding data. (1) The peptide sequence is RQVSVKLLI. The MHC is HLA-A30:02 with pseudo-sequence HLA-A30:02. The binding affinity (normalized) is 0.422. (2) The peptide sequence is SSAVVDNKLK. The MHC is HLA-A11:01 with pseudo-sequence HLA-A11:01. The binding affinity (normalized) is 0.666. (3) The binding affinity (normalized) is 0. The MHC is HLA-B58:01 with pseudo-sequence HLA-B58:01. The peptide sequence is TAFTIPST. (4) The peptide sequence is SLYDIITVM. The MHC is HLA-B15:02 with pseudo-sequence HLA-B15:02. The binding affinity (normalized) is 0.0847. (5) The peptide sequence is IRKPKHLYV. The MHC is HLA-B35:01 with pseudo-sequence HLA-B35:01. The binding affinity (normalized) is 0.0847. (6) The binding affinity (normalized) is 0.536. The MHC is HLA-A02:01 with pseudo-sequence HLA-A02:01. The peptide sequence is KVAQKQFQL. (7) The peptide sequence is AVFQNRSQY. The MHC is HLA-A03:01 with pseudo-sequence HLA-A03:01. The binding affinity (normalized) is 0.0847. (8) The peptide sequence is FMHSAAPIT. The MHC is HLA-A02:12 with pseudo-sequence HLA-A02:12. The binding affinity (normalized) is 0.0847.